Dataset: Experimentally validated miRNA-target interactions with 360,000+ pairs, plus equal number of negative samples. Task: Binary Classification. Given a miRNA mature sequence and a target amino acid sequence, predict their likelihood of interaction. (1) The miRNA is hsa-miR-505-5p with sequence GGGAGCCAGGAAGUAUUGAUGU. The protein sequence of the target gene is MGDNPFQPKSNSKMAELFMECEEEELEPWQKKVKEVEDDDDDEPIFVGEISSSKPAISNILNRVNPSSYSRGLKNGALSRGITAAFKPTSQHYTNPTSNPVPASPINFHPESRSSDSSVIVQPFSKPGYITNSSRVVSNKSSELLFDLTQDTGLSHYQGGPTLSMAGMSESSFLSKRPSTSEVNNVNPKKPKPSESVSGANSSAVLPSVKSPSVTSSQAMLAKGTNTSSNQSKNGTPFPRACPKCNIHFNLLDPLKNHMKYCCPDMINNFLGLAKTEFSSTVNKNTTIDSEKGKLIMLVN.... Result: 1 (interaction). (2) The miRNA is mmu-miR-340-5p with sequence UUAUAAAGCAAUGAGACUGAUU. The protein sequence of the target gene is MAAARRGSAGSEARLSLATFLLGASVLALPLLTRAGLQGRTGLALYVAGLNALLLLLYRPPRYQIAIRACFLGFVFGCGVLLSFSQSSWNHFGWYVCSLSLFHYSEYLVTAVNNPKSLSLDSFLLNHSLEYTVAALSSWIEFTLENIFWPELKQITWLSATGLLMVVFGECLRKAAMFTAGSNFNHVVQSEKSDTHTLVTSGVYAWCRHPSYVGWFYWSIGTQVMLCNPICGVVYALTVWRFFRDRTEEEEISLIHFFGEEYLDYKKRVPTGLPFIKGVKVEL. Result: 1 (interaction). (3) The miRNA is mmu-miR-466d-5p with sequence UGUGUGUGCGUACAUGUACAUG. The protein sequence of the target gene is MSKNDGEIRFGNPAELHGPKVQIPYLTTEKNSFKRMDNEDKQQETQSPTMSPLASPPSSPPHYQRVSLSHGYSKLRSGTEQMHPAPYERQPIGQPEGPSSEGPGAKPFRRQASLIRSFSVEREPQENNSNYPDEPWRITEEQREYYVNQFRSLQPDPSSFISGSVAKNFFTKSKLSIPELSYIWELSDADCDGALTLSEFCAAFHLIVARKNGYPLPEGLPPTLQPEYLQAAFPKSKWECAIFDSYSESMPANQQSCDLNRMEKTSVKDVADFPVPTQDVTTADDKQALKSTVNESLPKD.... Result: 1 (interaction). (4) The protein sequence of the target gene is MVWCLGLAVLSLVISQGADGRGKPEVVSVVGRAGESVVLGCDLLPPAGRPPLHVIEWLRFGFLLPIFIQFGLYSPRIDPDYVGRVRLQKGASLQIEGLRVEDQGWYECRVFFLDQHIPEDDFANGSWVHLTVNSPPQFQETPPAVLEVQELEPVTLRCVARGSPLPHVTWKLRGKDLGQGQGQVQVQNGTLRIRRVERGSSGVYTCQASSTEGSATHATQLLVLGPPVIVVPPKNSTVNASQDVSLACHAEAYPANLTYSWFQDNINVFHISRLQPRVRILVDGSLRLLATQPDDAGCYT.... The miRNA is hsa-miR-6742-3p with sequence ACCUGGGUUGUCCCCUCUAG. Result: 0 (no interaction). (5) The miRNA is hsa-miR-106b-5p with sequence UAAAGUGCUGACAGUGCAGAU. The protein sequence of the target gene is MEMSGLSFSEMEGCRNLLGLLDNDEIMALCDTVTNRLVQPQDRQDAVHAILAYSQSAEELLRRRKVHREVIFKYLATQGIVIPPATEKHNLIQHAKDYWQKQPQLKLKETPEPVTKTEDIHLFQQQVKEDKKAEKVDFRRLGEEFCHWFFGLLNSQNPFLGPPQDEWGPQHFWHDVKLRFYYNTSEQNVMDYHGAEIVSLRLLSLVKEEFLFLSPNLDSHGLKCASSPHGLVMVGVAGTVHRGNTCLGIFEQIFGLIRCPFVENTWKIKFINLKIMGESSLAPGTLPKPSVKFEQSDLEA.... Result: 1 (interaction).